Dataset: Reaction yield outcomes from USPTO patents with 853,638 reactions. Task: Predict the reaction yield, written as a fraction of the theoretical maximum amount of product (1.0 means a 100% yield; for example, 0.34 means a 34% yield). (1) The reactants are [NH2:1][C:2]1[C:7]([C:8]#[N:9])=[C:6]([CH:10]2[CH2:15][CH2:14][CH2:13][N:12]([C:16]([O:18][C:19]([CH3:22])([CH3:21])[CH3:20])=[O:17])[CH2:11]2)[CH:5]=[C:4]([C:23]2[C:28]([O:29]CC3C=CC=CC=3)=[CH:27][CH:26]=[CH:25][C:24]=2[O:37]CC2C=CC=CC=2)[N:3]=1.C(O)(=O)C. The catalyst is C(OCC)(=O)C.C1COCC1.[Pd]. The product is [NH2:1][C:2]1[C:7]([C:8]#[N:9])=[C:6]([CH:10]2[CH2:15][CH2:14][CH2:13][N:12]([C:16]([O:18][C:19]([CH3:22])([CH3:21])[CH3:20])=[O:17])[CH2:11]2)[CH:5]=[C:4]([C:23]2[C:28]([OH:29])=[CH:27][CH:26]=[CH:25][C:24]=2[OH:37])[N:3]=1. The yield is 0.760. (2) The reactants are [NH2:1][C:2]1[CH:7]=[CH:6][C:5]([CH2:8][C:9]([OH:11])=[O:10])=[CH:4][CH:3]=1.Cl[C:13]([O:15][CH2:16][CH:17]1[C:29]2[CH:28]=[CH:27][CH:26]=[CH:25][C:24]=2[C:23]2[C:18]1=[CH:19][CH:20]=[CH:21][CH:22]=2)=[O:14]. The catalyst is C(=O)(O)[O-].[Na+].O1CCCC1. The product is [C:13]([CH:8]([C:5]1[CH:6]=[CH:7][C:2]([NH2:1])=[CH:3][CH:4]=1)[C:9]([OH:11])=[O:10])([O:15][CH2:16][CH:17]1[C:29]2[C:24](=[CH:25][CH:26]=[CH:27][CH:28]=2)[C:23]2[C:18]1=[CH:19][CH:20]=[CH:21][CH:22]=2)=[O:14]. The yield is 0.560. (3) The reactants are [CH:1]1([C:8]([CH:10]([C:14]2[CH:19]=[CH:18][CH:17]=[CH:16][CH:15]=2)[CH2:11][CH:12]=O)=[O:9])[CH2:7][CH2:6][CH2:5][CH2:4][CH2:3][CH2:2]1.[CH3:20][O:21][C:22]1[CH:27]=[CH:26][CH:25]=[CH:24][C:23]=1[N:28]1[CH2:33][CH2:32][NH:31][CH2:30][CH2:29]1.[Na]. No catalyst specified. The product is [CH3:20][O:21][C:22]1[CH:27]=[CH:26][CH:25]=[CH:24][C:23]=1[N:28]1[CH2:33][CH2:32][N:31]([CH2:12][CH2:11][CH:10]([C:8]([CH:1]2[CH2:7][CH2:6][CH2:5][CH2:4][CH2:3][CH2:2]2)=[O:9])[C:14]2[CH:19]=[CH:18][CH:17]=[CH:16][CH:15]=2)[CH2:30][CH2:29]1. The yield is 0.700. (4) The reactants are [CH3:1][C:2]1[C:7]([CH3:8])=[C:6]([C:9]2[CH:14]=[CH:13][CH:12]=[CH:11][CH:10]=2)[N:5]=[N:4][C:3]=1[N:15]1[CH2:20][CH2:19][NH:18][C@@H:17]([CH3:21])[CH2:16]1.C(N(CC)CC)C.[F:29][C:30]1([F:45])[CH2:35][CH2:34][CH:33]([NH:36][C:37](=O)[O:38]CC(Cl)(Cl)[Cl:41])[CH2:32][CH2:31]1.O. The catalyst is CS(C)=O. The product is [ClH:41].[F:29][C:30]1([F:45])[CH2:31][CH2:32][CH:33]([NH:36][C:37]([N:18]2[CH2:19][CH2:20][N:15]([C:3]3[N:4]=[N:5][C:6]([C:9]4[CH:10]=[CH:11][CH:12]=[CH:13][CH:14]=4)=[C:7]([CH3:8])[C:2]=3[CH3:1])[CH2:16][C@@H:17]2[CH3:21])=[O:38])[CH2:34][CH2:35]1. The yield is 0.760. (5) The reactants are [C:1]([C:3]1[C:12](I)=[CH:11][C:6]([C:7]([O:9][CH3:10])=[O:8])=[C:5]([F:14])[CH:4]=1)#[N:2].C(=O)([O-])[O-].[Cs+].[Cs+].[CH3:21][CH2:22][CH:23]([NH2:26])[CH2:24][CH3:25].CC1(C)C2C(=C(P(C3C=CC=CC=3)C3C=CC=CC=3)C=CC=2)[O:48]C2C(P(C3C=CC=CC=3)C3C=CC=CC=3)=CC=CC1=2.C(=O)([O-])[O-].[K+].[K+].OO. The catalyst is CS(C)=O.C(OCC)(=O)C.C1C=CC(/C=C/C(/C=C/C2C=CC=CC=2)=O)=CC=1.C1C=CC(/C=C/C(/C=C/C2C=CC=CC=2)=O)=CC=1.C1C=CC(/C=C/C(/C=C/C2C=CC=CC=2)=O)=CC=1.[Pd].[Pd].O1CCOCC1. The product is [NH2:2][C:1]([C:3]1[C:12]([NH:26][CH:23]([CH2:24][CH3:25])[CH2:22][CH3:21])=[CH:11][C:6]([C:7]([O:9][CH3:10])=[O:8])=[C:5]([F:14])[CH:4]=1)=[O:48]. The yield is 0.280. (6) The reactants are [Cl:1][C:2]1[CH:3]=[C:4]2[C:9](=[C:10]([Cl:12])[CH:11]=1)[CH:8]=[N:7][C:6]([NH2:13])=[CH:5]2.[C:14](N1C=CC=CC1=O)(N1C=CC=CC1=O)=[S:15]. The catalyst is ClCCl. The product is [Cl:1][C:2]1[CH:3]=[C:4]2[C:9](=[C:10]([Cl:12])[CH:11]=1)[CH:8]=[N:7][C:6]([N:13]=[C:14]=[S:15])=[CH:5]2. The yield is 0.619. (7) The reactants are CC(OI1(OC(C)=O)(OC(C)=O)OC(=O)C2C1=CC=CC=2)=O.[NH:23]1[C:31]2[C:26](=[C:27]([CH2:32][OH:33])[CH:28]=[CH:29][CH:30]=2)[CH:25]=[CH:24]1.[OH-].[Na+].CCOCC. The catalyst is C(Cl)Cl. The product is [NH:23]1[C:31]2[CH:30]=[CH:29][CH:28]=[C:27]([CH:32]=[O:33])[C:26]=2[CH:25]=[CH:24]1. The yield is 0.530. (8) The reactants are [O:1]=[C:2]1[C:10]2[C:5](=[CH:6][CH:7]=[CH:8][CH:9]=2)[C:4](=[O:11])[N:3]1[CH2:12][CH2:13][CH2:14][S:15]([O-:18])(=O)=[O:16].[K+].P(Cl)(Cl)(Cl)(Cl)[Cl:21]. The catalyst is C1(C)C=CC=CC=1. The product is [O:1]=[C:2]1[C:10]2[C:5](=[CH:6][CH:7]=[CH:8][CH:9]=2)[C:4](=[O:11])[N:3]1[CH2:12][CH2:13][CH2:14][S:15]([Cl:21])(=[O:18])=[O:16]. The yield is 0.790. (9) The product is [C:1]([O:5][C:6]([N:8]1[CH2:9][CH2:10][C:11]2([NH:15][C:14](=[O:16])[N:13]([CH3:22])[C:12]2=[O:17])[CH2:18][CH2:19]1)=[O:7])([CH3:4])([CH3:2])[CH3:3]. The catalyst is CS(C)=O. The reactants are [C:1]([O:5][C:6]([N:8]1[CH2:19][CH2:18][C:11]2([NH:15][C:14](=[O:16])[NH:13][C:12]2=[O:17])[CH2:10][CH2:9]1)=[O:7])([CH3:4])([CH3:3])[CH3:2].CI.[C:22](=O)([O-])[O-].[K+].[K+]. The yield is 1.00. (10) The yield is 0.470. The reactants are [CH3:1][N:2]1[C:6](=[O:7])[CH2:5][C@H:4]([C:8]2[CH:13]=[CH:12][CH:11]=[CH:10][CH:9]=2)[C@@H:3]1[C:14](N1[C@@H](CC2C=CC=CC=2)COC1=O)=[O:15].CO.[Li+].[BH4-].[NH4+].[Cl-]. The product is [OH:15][CH2:14][C@@H:3]1[N:2]([CH3:1])[C:6](=[O:7])[CH2:5][C@@H:4]1[C:8]1[CH:13]=[CH:12][CH:11]=[CH:10][CH:9]=1. The catalyst is C1COCC1.